This data is from Catalyst prediction with 721,799 reactions and 888 catalyst types from USPTO. The task is: Predict which catalyst facilitates the given reaction. (1) Reactant: [N:1]1[C:9]2[C:4](=[N:5][CH:6]=[CH:7][CH:8]=2)[S:3][CH:2]=1.C([Li])CCC.[CH3:15][S:16][C:17]1[CH:22]=[CH:21][CH:20]=[CH:19][C:18]=1[CH:23]=[N:24][S:25]([C:28]1[CH:38]=[CH:37][C:31]2[O:32][CH2:33][CH2:34][CH2:35][O:36][C:30]=2[CH:29]=1)(=[O:27])=[O:26].C(=O)(O)[O-].[Na+]. Product: [CH3:15][S:16][C:17]1[CH:22]=[CH:21][CH:20]=[CH:19][C:18]=1[CH:23]([C:2]1[S:3][C:4]2[C:9]([N:1]=1)=[CH:8][CH:7]=[CH:6][N:5]=2)[NH:24][S:25]([C:28]1[CH:38]=[CH:37][C:31]2[O:32][CH2:33][CH2:34][CH2:35][O:36][C:30]=2[CH:29]=1)(=[O:27])=[O:26]. The catalyst class is: 207. (2) Reactant: [CH2:1]([N:8]1[CH2:14][C@H:13]([NH:15]C(=O)OCC2C=CC=CC=2)[C:12](=[O:26])[N:11]([CH2:27][C:28]2[CH:33]=[CH:32][CH:31]=[CH:30][CH:29]=2)[CH2:10][CH2:9]1)[C:2]1[CH:7]=[CH:6][CH:5]=[CH:4][CH:3]=1.Br. Product: [NH2:15][C@H:13]1[CH2:14][N:8]([CH2:1][C:2]2[CH:7]=[CH:6][CH:5]=[CH:4][CH:3]=2)[CH2:9][CH2:10][N:11]([CH2:27][C:28]2[CH:33]=[CH:32][CH:31]=[CH:30][CH:29]=2)[C:12]1=[O:26]. The catalyst class is: 10. (3) Reactant: F[C:2]1[CH:7]=[CH:6][C:5]([S:8]([N:11]([CH2:21][CH:22]([CH3:24])[CH3:23])[C:12]2[CH:17]=[CH:16][C:15]([CH:18]([CH3:20])[CH3:19])=[CH:14][N:13]=2)(=[O:10])=[O:9])=[CH:4][CH:3]=1.[O:25]1[CH2:30][CH2:29][CH:28]([CH2:31][OH:32])[CH2:27][CH2:26]1.[H-].[Na+]. Product: [CH2:21]([N:11]([C:12]1[CH:17]=[CH:16][C:15]([CH:18]([CH3:20])[CH3:19])=[CH:14][N:13]=1)[S:8]([C:5]1[CH:6]=[CH:7][C:2]([O:32][CH2:31][CH:28]2[CH2:29][CH2:30][O:25][CH2:26][CH2:27]2)=[CH:3][CH:4]=1)(=[O:10])=[O:9])[CH:22]([CH3:24])[CH3:23]. The catalyst class is: 9.